This data is from Catalyst prediction with 721,799 reactions and 888 catalyst types from USPTO. The task is: Predict which catalyst facilitates the given reaction. (1) Reactant: [Br:1][C:2]1[C:3]([F:11])=[C:4]2[CH:10]=[CH:9][NH:8][C:5]2=[N:6][CH:7]=1.[H-].[Na+].[C:14]1([S:20](Cl)(=[O:22])=[O:21])[CH:19]=[CH:18][CH:17]=[CH:16][CH:15]=1.O. Product: [Br:1][C:2]1[C:3]([F:11])=[C:4]2[CH:10]=[CH:9][N:8]([S:20]([C:14]3[CH:19]=[CH:18][CH:17]=[CH:16][CH:15]=3)(=[O:22])=[O:21])[C:5]2=[N:6][CH:7]=1. The catalyst class is: 31. (2) Reactant: [CH3:1][O:2][C:3]([C:5]1[N:6]([NH2:11])[CH:7]=[C:8]([Cl:10])[CH:9]=1)=[O:4].[CH3:12][O:13][C:14]1[CH:21]=[CH:20][C:17]([CH:18]=O)=[CH:16][CH:15]=1. Product: [CH3:1][O:2][C:3]([C:5]1[N:6]([N:11]=[CH:18][C:17]2[CH:20]=[CH:21][C:14]([O:13][CH3:12])=[CH:15][CH:16]=2)[CH:7]=[C:8]([Cl:10])[CH:9]=1)=[O:4]. The catalyst class is: 5. (3) Reactant: [Cl:1][C:2]1[CH:11]=[CH:10][CH:9]=[C:8]2[C:3]=1[CH2:4][CH2:5][CH2:6][CH:7]2[N:12]1[C:17](=[O:18])[C:16]([C:19]([O:21]C)=[O:20])=[CH:15][N:14]([C:23]2[CH:34]=[CH:33][C:26]3[N:27]([CH3:32])[C:28](=[O:31])[N:29]([CH3:30])[C:25]=3[CH:24]=2)[C:13]1=[O:35].Cl. Product: [Cl:1][C:2]1[CH:11]=[CH:10][CH:9]=[C:8]2[C:3]=1[CH2:4][CH2:5][CH2:6][CH:7]2[N:12]1[C:17](=[O:18])[C:16]([C:19]([OH:21])=[O:20])=[CH:15][N:14]([C:23]2[CH:34]=[CH:33][C:26]3[N:27]([CH3:32])[C:28](=[O:31])[N:29]([CH3:30])[C:25]=3[CH:24]=2)[C:13]1=[O:35]. The catalyst class is: 15. (4) Product: [Cl:1][C:2]1[CH:10]=[CH:9][CH:8]=[C:7]2[C:3]=1[C:4]([C:13](=[O:14])[C:12]([F:23])([F:22])[F:11])=[CH:5][NH:6]2. The catalyst class is: 3. Reactant: [Cl:1][C:2]1[CH:10]=[CH:9][CH:8]=[C:7]2[C:3]=1[CH:4]=[CH:5][NH:6]2.[F:11][C:12]([F:23])([F:22])[C:13](O[C:13](=[O:14])[C:12]([F:23])([F:22])[F:11])=[O:14].O. (5) Reactant: [OH:1][C:2]1[C:11](=[O:12])[C:10]2[C:5](=[CH:6][CH:7]=[CH:8][CH:9]=2)[O:4][C:3]=1[C:13]1[CH:18]=[CH:17][C:16]([NH:19]C(=O)C)=[CH:15][CH:14]=1.Cl.C([O-])([O-])=O.[Na+].[Na+].C(Cl)Cl. Product: [NH2:19][C:16]1[CH:17]=[CH:18][C:13]([C:3]2[O:4][C:5]3[C:10]([C:11](=[O:12])[C:2]=2[OH:1])=[CH:9][CH:8]=[CH:7][CH:6]=3)=[CH:14][CH:15]=1. The catalyst class is: 1. (6) Reactant: [F:1][C:2]([F:22])([C:8]1[CH:13]=[CH:12][CH:11]=[C:10]([CH2:14][N:15]2[CH2:20][CH2:19][N:18]([CH3:21])[CH2:17][CH2:16]2)[CH:9]=1)[C:3]([O:5]CC)=[O:4].CO.O.O.[OH-].[Li+]. Product: [F:22][C:2]([F:1])([C:8]1[CH:13]=[CH:12][CH:11]=[C:10]([CH2:14][N:15]2[CH2:20][CH2:19][N:18]([CH3:21])[CH2:17][CH2:16]2)[CH:9]=1)[C:3]([OH:5])=[O:4]. The catalyst class is: 7.